This data is from Catalyst prediction with 721,799 reactions and 888 catalyst types from USPTO. The task is: Predict which catalyst facilitates the given reaction. (1) Reactant: [OH:1][C:2]([C:4](F)(F)F)=O.OC(C(F)(F)F)=O.OC(C(F)(F)F)=O.[CH3:22][N:23]([CH2:25][C:26]1[CH:27]=[C:28]([C:32]2[NH:61][C:35]3=[N:36][CH:37]=[CH:38][C:39]([C:40]4[C:41]([C:49]5[CH:54]=[CH:53][C:52]([NH:55][C:56](=[O:60])[N:57]([CH3:59])[CH3:58])=[CH:51][CH:50]=5)=[N:42][N:43]([CH2:45][CH2:46][NH:47][CH3:48])[CH:44]=4)=[C:34]3[CH:33]=2)[CH:29]=[CH:30][CH:31]=1)[CH3:24].[OH-].[Na+].CC(OC(C)=O)=O. Product: [CH3:58][N:57]([CH3:59])[C:56]([NH:55][C:52]1[CH:51]=[CH:50][C:49]([C:41]2[C:40]([C:39]3[CH:38]=[CH:37][N:36]=[C:35]4[NH:61][C:32]([C:28]5[CH:29]=[CH:30][CH:31]=[C:26]([CH2:25][N:23]([CH3:22])[CH3:24])[CH:27]=5)=[CH:33][C:34]=34)=[CH:44][N:43]([CH2:45][CH2:46][N:47]([CH3:48])[C:2](=[O:1])[CH3:4])[N:42]=2)=[CH:54][CH:53]=1)=[O:60]. The catalyst class is: 24. (2) Reactant: [Br:1][C:2]1[CH:3]=[C:4]([C:8]#[N:9])[S:5][C:6]=1Br.[CH3:10][C:11]1[C:20]2[C:15](=[CH:16][CH:17]=[CH:18][CH:19]=2)[C:14](B(O)O)=[CH:13][CH:12]=1.[F-].[K+]. The catalyst class is: 110. Product: [Br:1][C:2]1[CH:3]=[C:4]([C:8]#[N:9])[S:5][C:6]=1[C:14]1[C:15]2[C:20](=[CH:19][CH:18]=[CH:17][CH:16]=2)[C:11]([CH3:10])=[CH:12][CH:13]=1.